From a dataset of Full USPTO retrosynthesis dataset with 1.9M reactions from patents (1976-2016). Predict the reactants needed to synthesize the given product. (1) Given the product [Br:1][C:17]1[C:18](=[O:20])[CH2:19][C:7]2([CH2:3][CH2:4][CH2:5][CH3:6])[CH2:15][C:14]3[CH:13]=[C:12]([OH:16])[CH:11]=[CH:10][C:9]=3[C:8]=12, predict the reactants needed to synthesize it. The reactants are: [Br:1]Br.[CH2:3]([C:7]12[CH2:19][C:18](=[O:20])[CH:17]=[C:8]1[C:9]1[CH:10]=[CH:11][C:12]([OH:16])=[CH:13][C:14]=1[CH2:15]2)[CH2:4][CH2:5][CH3:6].C([O-])(O)=O.[Na+]. (2) Given the product [C:32]([O:36][C:37](=[O:49])[CH2:38][O:39][C:40]1[CH:45]=[CH:44][C:43]([Cl:46])=[CH:42][C:41]=1[C:47]#[C:48][C:51]1[CH:64]=[CH:63][C:54]2[CH:55]([OH:62])[C:56]([CH3:61])([CH3:60])[S:57](=[O:58])(=[O:59])[C:53]=2[CH:52]=1)([CH3:35])([CH3:34])[CH3:33], predict the reactants needed to synthesize it. The reactants are: C(OC(=O)COC1C=CC(Cl)=CC=1C#CC1C=C(S(CCC)(=O)=O)C=CC=1F)(C)(C)C.[C:32]([O:36][C:37](=[O:49])[CH2:38][O:39][C:40]1[CH:45]=[CH:44][C:43]([Cl:46])=[CH:42][C:41]=1[C:47]#[CH:48])([CH3:35])([CH3:34])[CH3:33].Br[C:51]1[CH:64]=[CH:63][C:54]2[CH:55]([OH:62])[C:56]([CH3:61])([CH3:60])[S:57](=[O:59])(=[O:58])[C:53]=2[CH:52]=1. (3) Given the product [OH:13][C:14]1[C:23]2[C:18](=[CH:19][CH:20]=[C:21]([CH2:24][CH2:25][C:26]([O:28][CH3:29])=[O:27])[CH:22]=2)[N:17]=[C:16]([C:30]2[CH:31]=[N:32][CH:33]=[CH:34][CH:35]=2)[N:15]=1, predict the reactants needed to synthesize it. The reactants are: NC1C=CC(OC)=CC=1C(O)=O.[OH:13][C:14]1[C:23]2[C:18](=[CH:19][CH:20]=[C:21]([CH:24]=[CH:25][C:26]([O:28][CH3:29])=[O:27])[CH:22]=2)[N:17]=[C:16]([C:30]2[CH:31]=[N:32][CH:33]=[CH:34][CH:35]=2)[N:15]=1. (4) The reactants are: Br[C:2]1[CH:7]=[CH:6][C:5]([S:8]([CH2:11][CH3:12])(=[O:10])=[O:9])=[CH:4][C:3]=1[F:13].[CH2:14]([O:21][C:22]1[CH:27]=[CH:26][C:25]([Cl:28])=[CH:24][C:23]=1B(O)O)[C:15]1[CH:20]=[CH:19][CH:18]=[CH:17][CH:16]=1. Given the product [Cl:28][C:25]1[CH:26]=[CH:27][C:22]([O:21][CH2:14][C:15]2[CH:16]=[CH:17][CH:18]=[CH:19][CH:20]=2)=[C:23]([C:2]2[CH:7]=[CH:6][C:5]([S:8]([CH2:11][CH3:12])(=[O:10])=[O:9])=[CH:4][C:3]=2[F:13])[CH:24]=1, predict the reactants needed to synthesize it. (5) Given the product [CH2:9]([O:8][C:6](=[O:7])[CH:5]([C:11]1[CH:16]=[C:15]([NH2:17])[CH:14]=[CH:13][C:12]=1[Cl:20])[C:4]([O:3][CH2:1][CH3:2])=[O:21])[CH3:10], predict the reactants needed to synthesize it. The reactants are: [CH2:1]([O:3][C:4](=[O:21])[CH:5]([C:11]1[CH:16]=[C:15]([N+:17]([O-])=O)[CH:14]=[CH:13][C:12]=1[Cl:20])[C:6]([O:8][CH2:9][CH3:10])=[O:7])[CH3:2].[Cl-].[NH4+]. (6) Given the product [CH2:15]([N:7]1[C:8]2[C:13](=[CH:12][CH:11]=[CH:10][CH:9]=2)[CH2:14][CH:5]([CH2:3][OH:2])[CH2:6]1)[CH3:16], predict the reactants needed to synthesize it. The reactants are: C[O:2][C:3]([CH:5]1[CH2:14][C:13]2[C:8](=[CH:9][CH:10]=[CH:11][CH:12]=2)[N:7]([CH2:15][CH3:16])[CH2:6]1)=O.[H-].[H-].[H-].[H-].[Li+].[Al+3].CCOC(C)=O.CCCCCC. (7) Given the product [OH:18][CH2:17][C:9]1[C:10]2[C:15](=[CH:14][CH:13]=[CH:12][CH:11]=2)[CH:16]=[C:7]([CH2:6][CH2:5][NH:4][C:1](=[O:3])[CH3:2])[CH:8]=1, predict the reactants needed to synthesize it. The reactants are: [C:1]([NH:4][CH2:5][CH2:6][C:7]1[CH:8]=[C:9]([C:17](OC)=[O:18])[C:10]2[C:15]([CH:16]=1)=[CH:14][CH:13]=[CH:12][CH:11]=2)(=[O:3])[CH3:2].[BH4-].[Li+].